Dataset: Peptide-MHC class II binding affinity with 134,281 pairs from IEDB. Task: Regression. Given a peptide amino acid sequence and an MHC pseudo amino acid sequence, predict their binding affinity value. This is MHC class II binding data. The peptide sequence is VSEALRIIAGTLEVH. The MHC is DRB1_0405 with pseudo-sequence DRB1_0405. The binding affinity (normalized) is 0.626.